From a dataset of Full USPTO retrosynthesis dataset with 1.9M reactions from patents (1976-2016). Predict the reactants needed to synthesize the given product. (1) The reactants are: [Al+3].[Cl-].[Cl-].[Cl-].[Cl-].[CH3:6][O:7][C:8](=[O:16])[CH2:9][CH2:10][CH2:11][CH2:12][C:13](O)=[O:14].[CH3:17][O:18][C:19]([C:21]1[CH:22]=[C:23]2[C:27](=[CH:28][CH:29]=1)[NH:26][CH:25]=[CH:24]2)=[O:20].O. Given the product [CH3:17][O:18][C:19]([C:21]1[CH:22]=[C:23]2[C:27](=[CH:28][CH:29]=1)[NH:26][CH:25]=[C:24]2[C:13](=[O:14])[CH2:12][CH2:11][CH2:10][CH2:9][C:8]([O:7][CH3:6])=[O:16])=[O:20], predict the reactants needed to synthesize it. (2) Given the product [F:1][C:2]1[C:3]([CH3:32])=[C:4]([C@:8]2([C:28]([O:30][CH3:31])=[O:29])[CH2:12][CH2:11][CH:10]([C:13]3[CH:14]=[N:15][C:16]([O:20][CH2:21][CH2:22][N:23]4[CH2:24][CH2:25][CH2:26][CH2:27]4)=[C:17]([F:19])[CH:18]=3)[CH2:9]2)[CH:5]=[CH:6][CH:7]=1, predict the reactants needed to synthesize it. The reactants are: [F:1][C:2]1[C:3]([CH3:32])=[C:4]([C@:8]2([C:28]([O:30][CH3:31])=[O:29])[CH2:12][CH2:11][C:10]([C:13]3[CH:14]=[N:15][C:16]([O:20][CH2:21][CH2:22][N:23]4[CH2:27][CH2:26][CH2:25][CH2:24]4)=[C:17]([F:19])[CH:18]=3)=[CH:9]2)[CH:5]=[CH:6][CH:7]=1.C([O-])=O.[NH4+]. (3) Given the product [CH:1]1([NH:4][C:5]([C:7]2[CH:12]=[C:11]([C:13]3[CH:18]=[CH:17][C:16]([C:19]([NH:21][CH2:22][C:23]([CH3:26])([CH3:24])[CH3:25])=[O:20])=[CH:15][C:14]=3[C:27]([N:71]3[CH2:72][CH2:73][CH:68]([N:63]4[CH2:67][CH2:66][CH2:65][CH2:64]4)[CH2:69][CH2:70]3)=[O:29])[C:10]([CH3:30])=[C:9]([F:31])[CH:8]=2)=[O:6])[CH2:2][CH2:3]1, predict the reactants needed to synthesize it. The reactants are: [CH:1]1([NH:4][C:5]([C:7]2[CH:8]=[C:9]([F:31])[C:10]([CH3:30])=[C:11]([C:13]3[C:14]([C:27]([OH:29])=O)=[CH:15][C:16]([C:19]([NH:21][CH2:22][C:23]([CH3:26])([CH3:25])[CH3:24])=[O:20])=[CH:17][CH:18]=3)[CH:12]=2)=[O:6])[CH2:3][CH2:2]1.CN(C(ON1N=NC2C=CC=CC1=2)=[N+](C)C)C.F[P-](F)(F)(F)(F)F.CCN(CC)CC.[N:63]1([CH:68]2[CH2:73][CH2:72][NH:71][CH2:70][CH2:69]2)[CH2:67][CH2:66][CH2:65][CH2:64]1. (4) Given the product [CH3:1][C:2]([CH3:23])([S@:4]([NH:6][C@@H:7]([C:17]1[CH:22]=[CH:21][CH:20]=[CH:19][CH:18]=1)[C:8]1[CH:16]=[CH:15][C:11]([C:12]([NH:33][C:31]2[S:32][C:28]3[CH:27]=[C:26]([O:25][CH3:24])[CH:35]=[CH:34][C:29]=3[N:30]=2)=[O:13])=[CH:10][CH:9]=1)=[O:5])[CH3:3], predict the reactants needed to synthesize it. The reactants are: [CH3:1][C:2]([CH3:23])([S@:4]([NH:6][C@@H:7]([C:17]1[CH:22]=[CH:21][CH:20]=[CH:19][CH:18]=1)[C:8]1[CH:16]=[CH:15][C:11]([C:12](O)=[O:13])=[CH:10][CH:9]=1)=[O:5])[CH3:3].[CH3:24][O:25][C:26]1[CH:35]=[CH:34][C:29]2[N:30]=[C:31]([NH2:33])[S:32][C:28]=2[CH:27]=1.